Dataset: Full USPTO retrosynthesis dataset with 1.9M reactions from patents (1976-2016). Task: Predict the reactants needed to synthesize the given product. (1) Given the product [CH2:17]([C:19]1[CH:20]=[C:21]([C:2]2[CH:7]=[CH:6][C:5]([C:8](=[O:16])[CH2:9][C:10]([CH3:15])([CH3:14])[C:11]([OH:13])=[O:12])=[CH:4][CH:3]=2)[CH:22]=[CH:23][C:24]=1[O:25][CH3:26])[CH3:18], predict the reactants needed to synthesize it. The reactants are: Br[C:2]1[CH:7]=[CH:6][C:5]([C:8](=[O:16])[CH2:9][C:10]([CH3:15])([CH3:14])[C:11]([OH:13])=[O:12])=[CH:4][CH:3]=1.[CH2:17]([C:19]1[CH:20]=[C:21](B(O)O)[CH:22]=[CH:23][C:24]=1[O:25][CH3:26])[CH3:18].CC#N. (2) Given the product [C:1]([O:5][C:6]([N:8]1[CH2:16][CH2:15][C:14]2[NH:13][C:12]3[N:17]=[CH:18][C:19]([NH:33][C:32]4[CH:31]=[CH:30][C:29]([O:22][C:23]5[CH:28]=[CH:27][CH:26]=[CH:25][CH:24]=5)=[CH:35][CH:34]=4)=[CH:20][C:11]=3[C:10]=2[CH2:9]1)=[O:7])([CH3:4])([CH3:3])[CH3:2], predict the reactants needed to synthesize it. The reactants are: [C:1]([O:5][C:6]([N:8]1[CH2:16][CH2:15][C:14]2[NH:13][C:12]3[N:17]=[CH:18][C:19](Cl)=[CH:20][C:11]=3[C:10]=2[CH2:9]1)=[O:7])([CH3:4])([CH3:3])[CH3:2].[O:22]([C:29]1[CH:35]=[CH:34][C:32]([NH2:33])=[CH:31][CH:30]=1)[C:23]1[CH:28]=[CH:27][CH:26]=[CH:25][CH:24]=1.CC(C1C=C(C(C)C)C(C2C=CC=CC=2P(C2CCCCC2)C2CCCCC2)=C(C(C)C)C=1)C.[OH-].[K+]. (3) Given the product [CH2:27]([N:13]1[C:12](=[O:22])[C:11]2([CH2:10][CH2:9][N:8]([C:6]([O:5][C:1]([CH3:4])([CH3:2])[CH3:3])=[O:7])[CH2:24][CH2:23]2)[N:15]([C:16]2[CH:21]=[CH:20][CH:19]=[CH:18][CH:17]=2)[CH2:14]1)[C:28]1[CH:33]=[CH:32][CH:31]=[CH:30][CH:29]=1, predict the reactants needed to synthesize it. The reactants are: [C:1]([O:5][C:6]([N:8]1[CH2:24][CH2:23][C:11]2([N:15]([C:16]3[CH:21]=[CH:20][CH:19]=[CH:18][CH:17]=3)[CH2:14][NH:13][C:12]2=[O:22])[CH2:10][CH2:9]1)=[O:7])([CH3:4])([CH3:3])[CH3:2].[H-].[Na+].[CH2:27](Br)[C:28]1[CH:33]=[CH:32][CH:31]=[CH:30][CH:29]=1.O. (4) Given the product [CH:1]([NH:4][C:5]1[N:9]([CH3:10])[C:8]2[CH:11]=[CH:12][C:13]([NH2:15])=[CH:14][C:7]=2[N:6]=1)([CH3:3])[CH3:2], predict the reactants needed to synthesize it. The reactants are: [CH:1]([NH:4][C:5]1[N:9]([CH3:10])[C:8]2[CH:11]=[CH:12][C:13]([N+:15]([O-])=O)=[CH:14][C:7]=2[N:6]=1)([CH3:3])[CH3:2].NN. (5) Given the product [C:35]([C:37]1[CH:38]=[CH:39][C:40]([S:43]([NH:1][C:2]2[CH:3]=[C:4]([C@H:8]([N:16]([CH3:28])[C:17](=[O:27])[CH2:18][C:19]3[CH:24]=[CH:23][C:22]([Cl:25])=[C:21]([Cl:26])[CH:20]=3)[CH2:9][N:10]3[CH2:14][CH2:13][C@@H:12]([OH:15])[CH2:11]3)[CH:5]=[CH:6][CH:7]=2)(=[O:45])=[O:44])=[CH:41][CH:42]=1)#[N:36], predict the reactants needed to synthesize it. The reactants are: [NH2:1][C:2]1[CH:3]=[C:4]([C@H:8]([N:16]([CH3:28])[C:17](=[O:27])[CH2:18][C:19]2[CH:24]=[CH:23][C:22]([Cl:25])=[C:21]([Cl:26])[CH:20]=2)[CH2:9][N:10]2[CH2:14][CH2:13][C@@H:12]([OH:15])[CH2:11]2)[CH:5]=[CH:6][CH:7]=1.N1C=CC=CC=1.[C:35]([C:37]1[CH:42]=[CH:41][C:40]([S:43](Cl)(=[O:45])=[O:44])=[CH:39][CH:38]=1)#[N:36]. (6) Given the product [Br:1][C:2]1[CH:6]=[C:5]([C:7]([O:9][CH2:10][CH3:11])=[O:8])[N:4]([C:12]2[C:17]([Cl:18])=[CH:16][CH:15]=[CH:14][N:13]=2)[N:3]=1, predict the reactants needed to synthesize it. The reactants are: [Br:1][C:2]1[CH2:6][CH:5]([C:7]([O:9][CH2:10][CH3:11])=[O:8])[N:4]([C:12]2[C:17]([Cl:18])=[CH:16][CH:15]=[CH:14][N:13]=2)[N:3]=1.S(OOS([O-])(=O)=O)([O-])(=O)=O.[K+].[K+].S(=O)(=O)(O)O. (7) Given the product [CH:27]1([NH:26][C:25]([C@@H:21]2[CH2:22][CH2:23][CH2:24][N:20]2[C:18](=[O:19])[CH2:17][O:16][C:14]2[C:13]3[C:8](=[CH:9][C:10]([CH3:32])=[CH:11][CH:12]=3)[N:7]=[C:6]([C:4]([OH:5])=[O:3])[CH:15]=2)=[O:31])[CH2:28][CH2:29][CH2:30]1, predict the reactants needed to synthesize it. The reactants are: C([O:3][C:4]([C:6]1[CH:15]=[C:14]([O:16][CH2:17][C:18]([N:20]2[CH2:24][CH2:23][CH2:22][C@H:21]2[C:25](=[O:31])[NH:26][CH:27]2[CH2:30][CH2:29][CH2:28]2)=[O:19])[C:13]2[C:8](=[CH:9][C:10]([CH3:32])=[CH:11][CH:12]=2)[N:7]=1)=[O:5])C.[OH-].[Na+].Cl.